This data is from Forward reaction prediction with 1.9M reactions from USPTO patents (1976-2016). The task is: Predict the product of the given reaction. (1) Given the reactants [Cl-].[NH4+].[F:3][C:4]1[CH:28]=[CH:27][CH:26]=[CH:25][C:5]=1[O:6][C:7]1[CH:8]=[CH:9][C:10]([N+:22]([O-])=O)=[C:11]([CH2:13][NH:14][C:15](=[O:21])[O:16][C:17]([CH3:20])([CH3:19])[CH3:18])[CH:12]=1.C(O)C, predict the reaction product. The product is: [NH2:22][C:10]1[CH:9]=[CH:8][C:7]([O:6][C:5]2[CH:25]=[CH:26][CH:27]=[CH:28][C:4]=2[F:3])=[CH:12][C:11]=1[CH2:13][NH:14][C:15](=[O:21])[O:16][C:17]([CH3:19])([CH3:18])[CH3:20]. (2) Given the reactants I[C:2]1[CH:3]=[C:4](I)[C:5]2[S:9][C:8]([NH:10][C:11]([NH:13][CH2:14][CH3:15])=[O:12])=[N:7][C:6]=2[CH:16]=1.C([Sn](CCCC)(CCCC)[C:23]1[CH:28]=[N:27][CH:26]=[CH:25][N:24]=1)CCC, predict the reaction product. The product is: [N:24]1[CH:25]=[CH:26][N:27]=[CH:28][C:23]=1[C:2]1[CH:3]=[C:4]([C:28]2[CH:23]=[N:24][CH:25]=[CH:26][N:27]=2)[C:5]2[S:9][C:8]([NH:10][C:11]([NH:13][CH2:14][CH3:15])=[O:12])=[N:7][C:6]=2[CH:16]=1. (3) Given the reactants [C:1]([O:5][C:6](=[O:16])[NH:7][C:8]1[CH:13]=[CH:12][CH:11]=[CH:10][C:9]=1[CH2:14][OH:15])([CH3:4])([CH3:3])[CH3:2], predict the reaction product. The product is: [C:1]([O:5][C:6](=[O:16])[NH:7][C:8]1[CH:13]=[CH:12][CH:11]=[CH:10][C:9]=1[CH:14]=[O:15])([CH3:4])([CH3:2])[CH3:3]. (4) Given the reactants CCN=C=NCCCN(C)C.Cl.C1C=CC2N(O)N=NC=2C=1.[NH2:23][C@@H:24]([CH2:40][C:41]1[CH:46]=[CH:45][CH:44]=[CH:43][CH:42]=1)[CH2:25][C:26]([N:28]([CH2:36][C:37](O)=[O:38])[CH2:29][C:30]1[CH:35]=[CH:34][CH:33]=[CH:32][CH:31]=1)=[O:27], predict the reaction product. The product is: [CH2:29]([N:28]1[C:26](=[O:27])[CH2:25][C@H:24]([CH2:40][C:41]2[CH:46]=[CH:45][CH:44]=[CH:43][CH:42]=2)[NH:23][C:37](=[O:38])[CH2:36]1)[C:30]1[CH:35]=[CH:34][CH:33]=[CH:32][CH:31]=1. (5) The product is: [CH3:12][N:13]1[C:14]2[CH2:19][CH2:18][CH:17]([CH2:16][N:29]3[CH:30]=[CH:31][N:32]=[C:28]3[CH3:27])[C:1](=[O:3])[C:2]=2[C:20]2[C:25]1=[CH:24][CH:23]=[CH:22][CH:21]=2. Given the reactants [C:1](Cl)(=[O:3])[CH3:2].CN(CN(C)C)C.[CH3:12][N:13]1[C:25]2[CH2:24][CH2:23][CH2:22][C:21](=O)[C:20]=2[C:19]2[C:14]1=C[CH:16]=[CH:17][CH:18]=2.[CH3:27][C:28]1[NH:29][CH:30]=[CH:31][N:32]=1, predict the reaction product. (6) Given the reactants [OH:1][CH2:2][C:3]1[CH:26]=[CH:25][C:6]([O:7][CH2:8][C:9]2[N:10]=[C:11]([C:15]3[CH:24]=[CH:23][CH:22]=[CH:21][C:16]=3[C:17]([O:19][CH3:20])=[O:18])[O:12][C:13]=2[CH3:14])=[C:5]([O:27][CH3:28])[CH:4]=1.O[C:30]1[C:34]([CH:35]=[O:36])=[CH:33][N:32]([C:37]2[CH:42]=[CH:41][CH:40]=[CH:39][CH:38]=2)[N:31]=1.C(P(CCCC)CCCC)CCC.N(C(N1CCCCC1)=O)=NC(N1CCCCC1)=O, predict the reaction product. The product is: [CH:35]([C:34]1[C:30]([O:1][CH2:2][C:3]2[CH:26]=[CH:25][C:6]([O:7][CH2:8][C:9]3[N:10]=[C:11]([C:15]4[CH:24]=[CH:23][CH:22]=[CH:21][C:16]=4[C:17]([O:19][CH3:20])=[O:18])[O:12][C:13]=3[CH3:14])=[C:5]([O:27][CH3:28])[CH:4]=2)=[N:31][N:32]([C:37]2[CH:38]=[CH:39][CH:40]=[CH:41][CH:42]=2)[CH:33]=1)=[O:36]. (7) Given the reactants [CH2:1]([O:3][C:4](=[O:31])[CH:5]([OH:30])[CH2:6][C:7]1[CH:12]=[CH:11][C:10]([CH2:13][CH2:14][N:15]([C:23]([O:25][C:26]([CH3:29])([CH3:28])[CH3:27])=[O:24])[CH2:16][CH2:17][CH2:18][CH2:19][CH2:20][CH2:21][CH3:22])=[CH:9][CH:8]=1)[CH3:2].[CH2:32](Br)[CH:33]=[CH2:34], predict the reaction product. The product is: [CH2:1]([O:3][C:4](=[O:31])[CH:5]([O:30][CH2:34][CH:33]=[CH2:32])[CH2:6][C:7]1[CH:12]=[CH:11][C:10]([CH2:13][CH2:14][N:15]([C:23]([O:25][C:26]([CH3:29])([CH3:28])[CH3:27])=[O:24])[CH2:16][CH2:17][CH2:18][CH2:19][CH2:20][CH2:21][CH3:22])=[CH:9][CH:8]=1)[CH3:2]. (8) Given the reactants Cl.Cl.[NH:3]1[CH2:6][CH:5]([N:7]2[C:11]3=[N:12][CH:13]=[N:14][C:15]([NH2:16])=[C:10]3[C:9]([C:17]3[CH:22]=[CH:21][C:20]([Cl:23])=[CH:19][CH:18]=3)=[N:8]2)[CH2:4]1.N1C=CC=CC=1.[C:30](Cl)(=[O:32])[CH3:31].CC(C)=O, predict the reaction product. The product is: [NH2:16][C:15]1[N:14]=[CH:13][N:12]=[C:11]2[N:7]([CH:5]3[CH2:4][N:3]([C:30](=[O:32])[CH3:31])[CH2:6]3)[N:8]=[C:9]([C:17]3[CH:22]=[CH:21][C:20]([Cl:23])=[CH:19][CH:18]=3)[C:10]=12.